Dataset: Forward reaction prediction with 1.9M reactions from USPTO patents (1976-2016). Task: Predict the product of the given reaction. Given the reactants [CH3:1][N:2]([CH3:26])[C:3]1[CH:4]=[C:5]2[CH:14]=[CH:13][CH:12]=[C:11]3[C:6]2=[C:7]([CH:25]=1)[C:8](=[O:24])[N:9]([CH2:16][CH2:17][CH2:18][CH2:19][CH2:20][C:21]([OH:23])=[O:22])[C:10]3=[O:15].O=P(Cl)(Cl)[Cl:29], predict the reaction product. The product is: [Cl-:29].[C:21]([CH2:20][CH2:19][CH2:18][CH2:17][CH2:16][N:9]1[C:8](=[O:24])[C:7]2[C:6]3[C:11](=[CH:12][CH:13]=[CH:14][C:5]=3[C:4]3[CH2:1][N+:2]([CH3:26])([CH3:3])[CH2:26][N:2]([CH3:1])[C:3]=3[CH:25]=2)[C:10]1=[O:15])([OH:23])=[O:22].